Dataset: Reaction yield outcomes from USPTO patents with 853,638 reactions. Task: Predict the reaction yield, written as a fraction of the theoretical maximum amount of product (1.0 means a 100% yield; for example, 0.34 means a 34% yield). (1) The reactants are ClC(OCC(C)C)=O.[NH:9]([C:29]([O:31][C:32]([CH3:35])([CH3:34])[CH3:33])=[O:30])[C@H:10]([C:26]([OH:28])=O)[CH2:11][CH2:12][CH2:13][CH2:14][NH:15][C:16]([O:18][CH2:19][C:20]1[CH:25]=[CH:24][CH:23]=[CH:22][CH:21]=1)=[O:17].CN1CCOCC1.[NH2:43][C@H:44]([C:49]([NH:51][C@H:52]([C:57]([O:59][CH3:60])=[O:58])[CH2:53][CH:54]([CH3:56])[CH3:55])=[O:50])[CH2:45][CH:46]([CH3:48])[CH3:47].Cl. The catalyst is C(OCC)(=O)C. The product is [NH:9]([C:29]([O:31][C:32]([CH3:35])([CH3:34])[CH3:33])=[O:30])[C@H:10]([C:26]([NH:43][C@H:44]([C:49]([NH:51][C@H:52]([C:57]([O:59][CH3:60])=[O:58])[CH2:53][CH:54]([CH3:55])[CH3:56])=[O:50])[CH2:45][CH:46]([CH3:47])[CH3:48])=[O:28])[CH2:11][CH2:12][CH2:13][CH2:14][NH:15][C:16]([O:18][CH2:19][C:20]1[CH:21]=[CH:22][CH:23]=[CH:24][CH:25]=1)=[O:17]. The yield is 0.902. (2) The reactants are [CH3:1][C:2]1[C:6]([CH2:7][N:8]2[CH:12]=[C:11]([N:13]3[C:17](=[O:18])[CH2:16][NH:15][C:14]3=[O:19])[CH:10]=[N:9]2)=[C:5]([CH3:20])[O:4][N:3]=1.Br[CH2:22][C:23]1[CH:28]=[CH:27][CH:26]=[CH:25][C:24]=1[O:29][CH3:30]. No catalyst specified. The product is [CH3:1][C:2]1[C:6]([CH2:7][N:8]2[CH:12]=[C:11]([N:13]3[C:17](=[O:18])[CH2:16][N:15]([CH2:22][C:23]4[CH:28]=[CH:27][CH:26]=[CH:25][C:24]=4[O:29][CH3:30])[C:14]3=[O:19])[CH:10]=[N:9]2)=[C:5]([CH3:20])[O:4][N:3]=1. The yield is 0.330. (3) The reactants are [Cl:1][C:2]1[CH:3]=[C:4]2[C:8](=[CH:9][CH:10]=1)[NH:7][CH:6]=[C:5]2[CH2:11][CH2:12][NH:13][C:14](=[O:23])[C:15]1[CH:20]=[CH:19][CH:18]=[C:17]([CH2:21]Cl)[CH:16]=1.[S:24]1[CH:28]=[CH:27][CH:26]=[C:25]1[CH2:29][NH2:30].[I-].[Na+]. The catalyst is C1COCC1. The product is [Cl:1][C:2]1[CH:3]=[C:4]2[C:8](=[CH:9][CH:10]=1)[NH:7][CH:6]=[C:5]2[CH2:11][CH2:12][NH:13][C:14](=[O:23])[C:15]1[CH:20]=[CH:19][CH:18]=[C:17]([CH2:21][NH:30][CH2:29][C:25]2[S:24][CH:28]=[CH:27][CH:26]=2)[CH:16]=1. The yield is 0.730. (4) The reactants are CS(O[CH:6]([C:8]1[N:9]([C:17]2[CH:22]=[CH:21][CH:20]=[C:19]([F:23])[CH:18]=2)[C:10]2[C:15]([CH:16]=1)=[CH:14][CH:13]=[CH:12][CH:11]=2)[CH3:7])(=O)=O.[N-:24]=[N+:25]=[N-:26].[Na+]. The catalyst is CN(C)C=O. The product is [N:24]([CH:6]([C:8]1[N:9]([C:17]2[CH:22]=[CH:21][CH:20]=[C:19]([F:23])[CH:18]=2)[C:10]2[C:15]([CH:16]=1)=[CH:14][CH:13]=[CH:12][CH:11]=2)[CH3:7])=[N+:25]=[N-:26]. The yield is 0.490. (5) The reactants are Cl[C:2]1[C:11]2[C:6](=[CH:7][C:8]([O:14][CH3:15])=[C:9]([O:12][CH3:13])[CH:10]=2)[N:5]=[CH:4][CH:3]=1.[CH:16]([C:19]1[CH:24]=[CH:23][CH:22]=[CH:21][C:20]=1[OH:25])=[CH:17][CH3:18]. The catalyst is CN(C)C1C=CN=CC=1.ClC1C=CC=CC=1Cl. The product is [CH3:13][O:12][C:9]1[CH:10]=[C:11]2[C:6](=[CH:7][C:8]=1[O:14][CH3:15])[N:5]=[CH:4][CH:3]=[C:2]2[O:25][C:20]1[CH:21]=[CH:22][CH:23]=[CH:24][C:19]=1[CH:16]=[CH:17][CH3:18]. The yield is 0.430. (6) The reactants are Cl[C:2]1[N:7]=[C:6]([NH:8][C:9]2[CH:10]=[C:11]([CH:14]=[CH:15][N:16]=2)[C:12]#[N:13])[CH:5]=[C:4]([CH:17]2[CH2:22][CH2:21][O:20][CH2:19][CH2:18]2)[CH:3]=1.Cl.[F:24][C:25]1(F)[CH2:28][NH:27][CH2:26]1.CC(C)([O-])C.[Na+].C1(P(C2CCCCC2)C2C=CC=CC=2C2C(OC(C)C)=CC=CC=2OC(C)C)CCCCC1. No catalyst specified. The product is [F:24][CH:25]1[CH2:28][N:27]([C:2]2[N:7]=[C:6]([NH:8][C:9]3[CH:10]=[C:11]([CH:14]=[CH:15][N:16]=3)[C:12]#[N:13])[CH:5]=[C:4]([CH:17]3[CH2:22][CH2:21][O:20][CH2:19][CH2:18]3)[CH:3]=2)[CH2:26]1. The yield is 0.0640.